Dataset: Full USPTO retrosynthesis dataset with 1.9M reactions from patents (1976-2016). Task: Predict the reactants needed to synthesize the given product. (1) The reactants are: [Cl:1][C:2]1[S:32][C:5]2[C:6]3([CH2:16][CH2:15][N:14]([CH2:17][C:18]4[C:19]([CH3:31])=[N:20][N:21]([C:23]5[N:30]=[CH:29][CH:28]=[CH:27][C:24]=5[CH:25]=[O:26])[CH:22]=4)[CH2:13][CH2:12]3)[O:7][CH2:8][C:9]([F:11])([F:10])[C:4]=2[CH:3]=1.C(=O)([O-])[O-].[K+].[K+].C1(C)C=CC(S([CH2:48][N+:49]#[C-:50])(=O)=O)=CC=1. Given the product [Cl:1][C:2]1[S:32][C:5]2[C:6]3([CH2:12][CH2:13][N:14]([CH2:17][C:18]4[C:19]([CH3:31])=[N:20][N:21]([C:23]5[C:24]([C:25]6[O:26][CH:50]=[N:49][CH:48]=6)=[CH:27][CH:28]=[CH:29][N:30]=5)[CH:22]=4)[CH2:15][CH2:16]3)[O:7][CH2:8][C:9]([F:11])([F:10])[C:4]=2[CH:3]=1, predict the reactants needed to synthesize it. (2) Given the product [O:44]1[CH:43]=[CH:34][CH:35]=[C:45]1[C:5]1[CH:4]=[CH:3][C:2]([OH:1])=[CH:7][C:6]=1[CH2:8][NH:9][CH:10]=[C:11]1[C:20]2[C:15](=[CH:16][CH:17]=[C:18]([I:21])[CH:19]=2)[C:14](=[O:22])[NH:13][C:12]1=[O:23], predict the reactants needed to synthesize it. The reactants are: [OH:1][C:2]1[CH:7]=[C:6]([CH2:8][NH:9][CH:10]=[C:11]2[C:20]3[C:15](=[CH:16][CH:17]=[C:18]([I:21])[CH:19]=3)[C:14](=[O:22])[NH:13][C:12]2=[O:23])[CH:5]=[CH:4][C:3]=1C1C=CC=CC=1.IC1C=C2C(=CC=1)C(=O)N[C:35](=O)[C:34]2=[CH:43][O:44][CH3:45].NCC1C=C(O)C=CC=1C1OC=CC=1. (3) Given the product [CH:14]1([NH:13][C:11](=[O:12])[C:10]2[CH:9]=[C:8]([C:5]3[CH:4]=[CH:3][C:2]4[N:54]([C:42]5[CH:31]=[CH:32][CH:33]=[CH:40][CH:41]=5)[N:53]=[CH:47][C:7]=4[N:6]=3)[C:20]([CH3:21])=[CH:19][CH:18]=2)[CH2:15][CH2:16]1, predict the reactants needed to synthesize it. The reactants are: Cl[C:2]1[C:3](C=O)=[CH:4][C:5]([C:8]2[CH:9]=[C:10]([CH:18]=[CH:19][C:20]=2[CH3:21])[C:11]([NH:13][CH:14](C)[CH2:15][CH3:16])=[O:12])=[N:6][CH:7]=1.ClC1C(C=O)=CC([C:31]2[CH:32]=[C:33]([CH:40]=[C:41](F)[C:42]=2C)C(NC2CC2)=O)=NC=1.[C:47]1([NH:53][NH2:54])C=CC=CC=1.CC(C)([O-])C.[Na+]. (4) Given the product [CH2:1]([O:8][C:9]1[C:10]([Br:22])=[C:11]([C@H:16]([OH:21])[C:17]([O:19][CH3:20])=[O:18])[C:12]([CH3:15])=[CH:13][CH:14]=1)[C:2]1[CH:3]=[CH:4][CH:5]=[CH:6][CH:7]=1, predict the reactants needed to synthesize it. The reactants are: [CH2:1]([O:8][C:9]1[C:10]([Br:22])=[C:11]([C:16](=[O:21])[C:17]([O:19][CH3:20])=[O:18])[C:12]([CH3:15])=[CH:13][CH:14]=1)[C:2]1[CH:7]=[CH:6][CH:5]=[CH:4][CH:3]=1.B1(C)OC(C2C=CC=CC=2)(C2C=CC=CC=2)[C@@H]2N1CCC2.[B]1OC2C(=CC=CC=2)O1. (5) Given the product [CH2:1]([C:3]1[CH:4]=[CH:5][C:6]([NH:9][C:10](=[O:15])[C:11]([CH3:14])([CH3:13])[CH3:12])=[N:7][CH:8]=1)[CH3:2], predict the reactants needed to synthesize it. The reactants are: [CH:1]([C:3]1[CH:4]=[CH:5][C:6]([NH:9][C:10](=[O:15])[C:11]([CH3:14])([CH3:13])[CH3:12])=[N:7][CH:8]=1)=[CH2:2]. (6) Given the product [NH2:22][C:18]1[C:17]([C:9]2[N:8]([C:5]3[CH:6]=[CH:7][C:2]([NH:1][CH2:29][CH2:28][N:27]([CH3:31])[CH3:26])=[CH:3][CH:4]=3)[C:16]3[CH:15]=[CH:14][N:13]=[CH:12][C:11]=3[N:10]=2)=[N:21][O:20][N:19]=1, predict the reactants needed to synthesize it. The reactants are: [NH2:1][C:2]1[CH:7]=[CH:6][C:5]([N:8]2[C:16]3[CH:15]=[CH:14][N:13]=[CH:12][C:11]=3[N:10]=[C:9]2[C:17]2[C:18]([NH2:22])=[N:19][O:20][N:21]=2)=[CH:4][CH:3]=1.[H-].[Na+].Cl.[CH3:26][N:27]([CH3:31])[CH2:28][CH2:29]Cl. (7) The reactants are: CC1C=CC(S(O[C:12]2[C:13]3[CH2:23][CH2:22][CH2:21][CH2:20][C:19]([CH3:25])([CH3:24])[C:14]=3[N:15]=[C:16]([NH2:18])[N:17]=2)(=O)=O)=CC=1.C(O[C:31](=O)[N:32](C)[C@@H:33]1[CH2:37][CH2:36][NH:35][CH2:34]1)(C)(C)C.N1C[CH2:43][C@@H:42](NC(=O)OC(C)(C)C)[CH2:41]1. Given the product [CH3:31][NH:32][C@@H:33]1[CH2:37][CH2:36][N:35]([C:14]2[C:13]3[CH2:23][CH2:22][CH2:21][CH:20]([C:19]4[CH:24]=[CH:43][CH:42]=[CH:41][CH:25]=4)[C:12]=3[N:17]=[C:16]([NH2:18])[N:15]=2)[CH2:34]1, predict the reactants needed to synthesize it. (8) Given the product [Br:38][C:39]1[CH:48]=[CH:47][C:42]([C:43]([OH:45])=[O:44])=[CH:41][C:40]=1[O:49][CH:1]([CH3:3])[CH3:2], predict the reactants needed to synthesize it. The reactants are: [CH:1](O)([CH3:3])[CH3:2].N(C(OC(C)C)=O)=NC(OC(C)C)=O.C1(P(C2C=CC=CC=2)C2C=CC=CC=2)C=CC=CC=1.[Br:38][C:39]1[CH:48]=[CH:47][C:42]([C:43]([O:45]C)=[O:44])=[CH:41][C:40]=1[OH:49].O.[OH-].[Li+]. (9) The reactants are: [NH2:1][C:2]1[CH:7]=[CH:6][C:5]([Cl:8])=[CH:4][N:3]=1.[C:9](Cl)(Cl)=S.[Cl:13][C:14]1[CH:19]=[CH:18][CH:17]=[C:16]([Cl:20])[C:15]=1[C:21]1[NH:22][C:23]2[CH:29]=[C:28]([C:30]([NH:32][NH2:33])=[O:31])[CH:27]=[CH:26][C:24]=2[N:25]=1.CCN=C=NCCCN(C)C. Given the product [Cl:8][C:5]1[CH:6]=[CH:7][C:2]([NH:1][C:9]2[O:31][C:30]([C:28]3[CH:27]=[CH:26][C:24]4[N:25]=[C:21]([C:15]5[C:16]([Cl:20])=[CH:17][CH:18]=[CH:19][C:14]=5[Cl:13])[NH:22][C:23]=4[CH:29]=3)=[N:32][N:33]=2)=[N:3][CH:4]=1, predict the reactants needed to synthesize it. (10) Given the product [NH2:1][C:2]1[C:3]2[C:10]([C:11]([C:13]3[CH:14]=[C:15]([NH:19][C:20]([NH:22][C:23]4[CH:28]=[C:27]([Cl:29])[CH:26]=[C:25]([Cl:30])[CH:24]=4)=[O:21])[CH:16]=[CH:17][CH:18]=3)=[O:12])=[CH:9][N:8]([CH:31]3[CH2:32][CH2:33][N:34]([CH2:37][CH3:38])[CH2:35][CH2:36]3)[C:4]=2[N:5]=[CH:6][N:7]=1, predict the reactants needed to synthesize it. The reactants are: [NH2:1][C:2]1[C:3]2[C:10]([C:11]([C:13]3[CH:14]=[C:15]([NH:19][C:20]([NH:22][C:23]4[CH:28]=[C:27]([Cl:29])[CH:26]=[C:25]([Cl:30])[CH:24]=4)=[O:21])[CH:16]=[CH:17][CH:18]=3)=[O:12])=[CH:9][N:8]([CH:31]3[CH2:36][CH2:35][NH:34][CH2:33][CH2:32]3)[C:4]=2[N:5]=[CH:6][N:7]=1.[CH:37](=O)[CH3:38].C(O[BH-](OC(=O)C)OC(=O)C)(=O)C.[Na+].